From a dataset of Full USPTO retrosynthesis dataset with 1.9M reactions from patents (1976-2016). Predict the reactants needed to synthesize the given product. (1) Given the product [CH2:1]([O:3][C:4]1[CH:9]=[C:8]([CH2:10][CH2:11][N:19]2[CH2:20][CH2:21][N:16]([CH3:15])[CH2:17][CH2:18]2)[CH:7]=[CH:6][C:5]=1[N+:12]([O-:14])=[O:13])[CH3:2], predict the reactants needed to synthesize it. The reactants are: [CH2:1]([O:3][C:4]1[CH:9]=[C:8]([CH:10]=[CH2:11])[CH:7]=[CH:6][C:5]=1[N+:12]([O-:14])=[O:13])[CH3:2].[CH3:15][N:16]1[CH2:21][CH2:20][NH:19][CH2:18][CH2:17]1. (2) Given the product [CH3:1][N:2]([CH3:16])[C:3]([C:5]1[C:14]2[C:9](=[CH:10][CH:11]=[CH:12][CH:13]=2)[N:8]=[C:7]([NH:18][C@H:19]2[CH2:23][CH2:22][N:21]([C:24](=[O:37])[CH2:25][C:26]3[CH:27]=[CH:28][C:29]([O:32][C:33]([F:34])([F:35])[F:36])=[CH:30][CH:31]=3)[CH2:20]2)[CH:6]=1)=[O:4], predict the reactants needed to synthesize it. The reactants are: [CH3:1][N:2]([CH3:16])[C:3]([C:5]1[C:14]2[C:9](=[CH:10][CH:11]=[CH:12][CH:13]=2)[N:8]=[C:7](Cl)[CH:6]=1)=[O:4].Cl.[NH2:18][C@H:19]1[CH2:23][CH2:22][N:21]([C:24](=[O:37])[CH2:25][C:26]2[CH:31]=[CH:30][C:29]([O:32][C:33]([F:36])([F:35])[F:34])=[CH:28][CH:27]=2)[CH2:20]1.C(N(CC)CC)C.C(O)(C)C.